The task is: Predict the reaction yield, written as a fraction of the theoretical maximum amount of product (1.0 means a 100% yield; for example, 0.34 means a 34% yield).. This data is from Reaction yield outcomes from USPTO patents with 853,638 reactions. (1) The reactants are C(C1C=CC(CC[CH:11]([CH:15]2[C:28]3[C:23](=[CH:24][CH:25]=[CH:26][CH:27]=3)[C:22]3[CH:21]=[CH:20][CH:19]=[CH:18][C:17]=3[N:16]2[S:29]([C:32]2[CH:37]=[CH:36][C:35]([Cl:38])=[C:34]([Cl:39])[CH:33]=2)(=[O:31])=[O:30])[C:12]([NH2:14])=[O:13])=CC=1)#N.C(=O)([O-])[O-].[NH4+:44].[NH4+:45].[CH2:46](O)[CH3:47]. The catalyst is Cl. The product is [C:23]([C:22]1[CH:21]=[CH:20][C:19]([CH2:46][CH2:47][NH:14][C:12](=[O:13])[CH2:11][CH:15]2[C:28]3[C:23](=[CH:24][CH:25]=[CH:26][CH:27]=3)[C:22]3[CH:21]=[CH:20][CH:19]=[CH:18][C:17]=3[N:16]2[S:29]([C:32]2[CH:37]=[CH:36][C:35]([Cl:38])=[C:34]([Cl:39])[CH:33]=2)(=[O:30])=[O:31])=[CH:18][CH:17]=1)(=[NH:45])[NH2:44]. The yield is 0.550. (2) The reactants are F[C:2]1[C:7]([C:8]2[N:16]=[C:15]([CH3:17])[N:14]=[C:13]3[C:9]=2[N:10]=[CH:11][N:12]3[CH:18]2[CH2:23][CH2:22][CH2:21][CH2:20][O:19]2)=[CH:6][CH:5]=[CH:4][N:3]=1.[NH2:24][C:25]1[CH:30]=[CH:29][C:28]([NH:31][C:32]([CH:34]2[CH2:36][CH2:35]2)=[O:33])=[CH:27][CH:26]=1.C[Si](N[Si](C)(C)C)(C)C.[Li].CO. The catalyst is C1COCC1.C(Cl)Cl. The product is [CH3:17][C:15]1[N:14]=[C:13]2[C:9]([N:10]=[CH:11][N:12]2[CH:18]2[CH2:23][CH2:22][CH2:21][CH2:20][O:19]2)=[C:8]([C:7]2[C:2]([NH:24][C:25]3[CH:26]=[CH:27][C:28]([NH:31][C:32]([CH:34]4[CH2:35][CH2:36]4)=[O:33])=[CH:29][CH:30]=3)=[N:3][CH:4]=[CH:5][CH:6]=2)[N:16]=1. The yield is 0.600. (3) The reactants are [NH2:1][N:2]1[CH:6]=[CH:5][C:4]([Br:7])=[C:3]1[C:8]([NH:10][C:11]1[CH:16]=[C:15]([Cl:17])[CH:14]=[C:13]([Cl:18])[CH:12]=1)=[O:9].CCN(C(C)C)C(C)C.[C:28]([O:32][C:33]([NH:35][C@@H:36]([CH3:40])[C:37](O)=[O:38])=[O:34])([CH3:31])([CH3:30])[CH3:29].C(P1(=O)OP(CCC)(=O)OP(CCC)(=O)O1)CC. The catalyst is CN(C=O)C.O. The product is [Br:7][C:4]1[CH:5]=[CH:6][N:2]([NH:1][C:37](=[O:38])[C@@H:36]([NH:35][C:33](=[O:34])[O:32][C:28]([CH3:30])([CH3:29])[CH3:31])[CH3:40])[C:3]=1[C:8](=[O:9])[NH:10][C:11]1[CH:16]=[C:15]([Cl:17])[CH:14]=[C:13]([Cl:18])[CH:12]=1. The yield is 0.470.